This data is from Full USPTO retrosynthesis dataset with 1.9M reactions from patents (1976-2016). The task is: Predict the reactants needed to synthesize the given product. (1) Given the product [C:30]([O:34][C:35]([NH:37][CH2:38][C:39]([N:25]1[CH2:24][CH2:23][CH:22]([C:20](=[O:21])[C:19]2[CH:28]=[CH:29][C:16]([S:13]([C:8]3[CH:7]=[CH:6][C:5]4[C:10](=[CH:11][CH:12]=[C:3]([Br:2])[CH:4]=4)[CH:9]=3)(=[O:15])=[O:14])=[CH:17][CH:18]=2)[CH2:27][CH2:26]1)=[O:40])=[O:36])([CH3:33])([CH3:32])[CH3:31], predict the reactants needed to synthesize it. The reactants are: Cl.[Br:2][C:3]1[CH:4]=[C:5]2[C:10](=[CH:11][CH:12]=1)[CH:9]=[C:8]([S:13]([C:16]1[CH:29]=[CH:28][C:19]([C:20]([CH:22]3[CH2:27][CH2:26][NH:25][CH2:24][CH2:23]3)=[O:21])=[CH:18][CH:17]=1)(=[O:15])=[O:14])[CH:7]=[CH:6]2.[C:30]([O:34][C:35]([NH:37][CH2:38][C:39](O)=[O:40])=[O:36])([CH3:33])([CH3:32])[CH3:31].O.ON1C2C=CC=CC=2N=N1.Cl.C(N=C=NCCCN(C)C)C.CN1CCOCC1. (2) Given the product [ClH:35].[CH3:1][C:2]1[CH:7]=[C:6]([C:8]2[CH:13]=[CH:12][N:11]([CH2:14][CH2:15][CH2:16][CH2:17][N:18]3[CH2:23][C@H:22]4[C@:20]([C:24]5[CH:25]=[CH:26][C:27]([C:30]([F:31])([F:32])[F:33])=[CH:28][CH:29]=5)([CH2:21]4)[CH2:19]3)[C:10](=[O:34])[N:9]=2)[CH:5]=[CH:4][N:3]=1, predict the reactants needed to synthesize it. The reactants are: [CH3:1][C:2]1[CH:7]=[C:6]([C:8]2[CH:13]=[CH:12][N:11]([CH2:14][CH2:15][CH2:16][CH2:17][N:18]3[CH2:23][C@H:22]4[C@:20]([C:24]5[CH:29]=[CH:28][C:27]([C:30]([F:33])([F:32])[F:31])=[CH:26][CH:25]=5)([CH2:21]4)[CH2:19]3)[C:10](=[O:34])[N:9]=2)[CH:5]=[CH:4][N:3]=1.[ClH:35].O1CCOCC1. (3) Given the product [F:1][C:2]1[CH:3]=[C:4]([CH:32]=[CH:33][CH:34]=1)[CH2:5][O:6][C:7]1[CH:30]=[CH:29][C:10]([NH:11][C:12]2[C:21]3[C:16](=[CH:17][CH:18]=[C:19]([C:22]4[O:26][C:25]([CH2:27][NH:47][CH2:46][CH2:45][S:44][CH3:43])=[CH:24][CH:23]=4)[CH:20]=3)[N:15]=[CH:14][N:13]=2)=[CH:9][C:8]=1[Cl:31], predict the reactants needed to synthesize it. The reactants are: [F:1][C:2]1[CH:3]=[C:4]([CH:32]=[CH:33][CH:34]=1)[CH2:5][O:6][C:7]1[CH:30]=[CH:29][C:10]([NH:11][C:12]2[C:21]3[C:16](=[CH:17][CH:18]=[C:19]([C:22]4[O:26][C:25]([CH:27]=O)=[CH:24][CH:23]=4)[CH:20]=3)[N:15]=[CH:14][N:13]=2)=[CH:9][C:8]=1[Cl:31].C(N(CC)CC)C.Cl.[CH3:43][S:44][CH2:45][CH2:46][NH2:47].ClCCl. (4) Given the product [O:1]([C:8]1[CH:9]=[C:10]([C:14]23[CH2:21][CH2:20][C:17]([CH2:22][CH2:23][CH2:24][OH:25])([CH2:18][CH2:19]2)[CH2:16][O:15]3)[CH:11]=[CH:12][CH:13]=1)[C:2]1[CH:7]=[CH:6][CH:5]=[CH:4][CH:3]=1, predict the reactants needed to synthesize it. The reactants are: [O:1]([C:8]1[CH:9]=[C:10]([C:14]23[CH2:21][CH2:20][C:17]([CH2:22][CH2:23][CH:24]=[O:25])([CH2:18][CH2:19]2)[CH2:16][O:15]3)[CH:11]=[CH:12][CH:13]=1)[C:2]1[CH:7]=[CH:6][CH:5]=[CH:4][CH:3]=1.CC(C[AlH]CC(C)C)C. (5) Given the product [Cl:33][C:25]1[C:24]2[C:29](=[CH:30][C:21]([CH2:20][N:5]3[CH2:6][C@H:7]([C:9]([F:10])([F:12])[F:11])[O:8][C@H:3]([CH3:2])[CH2:4]3)=[CH:22][CH:23]=2)[N:28]=[C:27]([C:31]#[N:32])[CH:26]=1, predict the reactants needed to synthesize it. The reactants are: Cl.[CH3:2][C@H:3]1[O:8][C@@H:7]([C:9]([F:12])([F:11])[F:10])[CH2:6][NH:5][CH2:4]1.C([O-])([O-])=O.[K+].[K+].Br[CH2:20][C:21]1[CH:30]=[C:29]2[C:24]([C:25]([Cl:33])=[CH:26][C:27]([C:31]#[N:32])=[N:28]2)=[CH:23][CH:22]=1. (6) The reactants are: [O:1]=[S:2]1(=[O:40])[CH2:7][CH2:6][CH2:5][CH2:4][C@:3]1([CH2:27][C:28]([O:30]CC1C=CC(OC)=CC=1)=[O:29])[C:8]1[S:9][C:10]([C:13]2[CH:22]=[CH:21][C:20]3[C:15](=[CH:16][CH:17]=[C:18]([O:23][CH2:24][O:25][CH3:26])[CH:19]=3)[CH:14]=2)=[CH:11][CH:12]=1. Given the product [O:40]=[S:2]1(=[O:1])[CH2:7][CH2:6][CH2:5][CH2:4][C@:3]1([CH2:27][C:28]([OH:30])=[O:29])[C:8]1[S:9][C:10]([C:13]2[CH:22]=[CH:21][C:20]3[C:15](=[CH:16][CH:17]=[C:18]([O:23][CH2:24][O:25][CH3:26])[CH:19]=3)[CH:14]=2)=[CH:11][CH:12]=1, predict the reactants needed to synthesize it. (7) Given the product [Cl:40][C:37]1[CH:38]=[CH:39][C:32]2[O:31][C:30]([C:28]([NH:27][C:24]3[CH:23]=[CH:22][C:21]([C:18]4[CH:17]=[CH:16][C:15]([S:12]([NH:11][C@@H:7]([CH:8]([CH3:9])[CH3:10])[C:6]([OH:45])=[O:5])(=[O:13])=[O:14])=[CH:20][CH:19]=4)=[CH:26][CH:25]=3)=[O:29])=[C:34]([CH3:35])[C:33]=2[C:36]=1[O:41][CH:42]([CH3:44])[CH3:43], predict the reactants needed to synthesize it. The reactants are: C([O:5][C:6](=[O:45])[C@@H:7]([NH:11][S:12]([C:15]1[CH:20]=[CH:19][C:18]([C:21]2[CH:26]=[CH:25][C:24]([NH:27][C:28]([C:30]3[O:31][C:32]4[CH:39]=[CH:38][C:37]([Cl:40])=[C:36]([O:41][CH:42]([CH3:44])[CH3:43])[C:33]=4[C:34]=3[CH3:35])=[O:29])=[CH:23][CH:22]=2)=[CH:17][CH:16]=1)(=[O:14])=[O:13])[CH:8]([CH3:10])[CH3:9])(C)(C)C.C(O)(C(F)(F)F)=O.ClCCl. (8) Given the product [CH:1]1([CH:6]([NH:19][C:20]2[CH:21]=[CH:22][C:23]([C:26]([N:28]([CH3:36])[CH2:29][CH2:30][C:31]([OH:33])=[O:32])=[O:27])=[CH:24][CH:25]=2)[C:7]2[O:8][C:9]3[C:16]([F:17])=[CH:15][C:14]([F:18])=[CH:13][C:10]=3[C:11]=2[CH3:12])[CH2:5][CH2:4][CH2:3][CH2:2]1, predict the reactants needed to synthesize it. The reactants are: [CH:1]1([CH:6]([NH:19][C:20]2[CH:25]=[CH:24][C:23]([C:26]([N:28]([CH3:36])[CH2:29][CH2:30][C:31]([O:33]CC)=[O:32])=[O:27])=[CH:22][CH:21]=2)[C:7]2[O:8][C:9]3[C:16]([F:17])=[CH:15][C:14]([F:18])=[CH:13][C:10]=3[C:11]=2[CH3:12])[CH2:5][CH2:4][CH2:3][CH2:2]1. (9) Given the product [CH3:12][N:2]([CH3:1])[C:3]([C:5]1[N:6]=[CH:7][C:8]([Br:11])=[CH:9][N:16]=1)=[O:4], predict the reactants needed to synthesize it. The reactants are: [CH3:1][N:2]([CH3:12])[C:3]([C:5]1C=[CH:9][C:8]([Br:11])=[CH:7][N:6]=1)=[O:4].BrC1C=[N:16]C(C(O)=O)=NC=1. (10) Given the product [Cl:26][C:4]1[CH:3]=[C:2]([CH:7]=[CH:6][C:5]=1[N:8]1[C:12]2=[N:13][C:14]3[C:19]([Cl:20])=[CH:18][CH:17]=[C:16]([CH:21]([CH2:24][CH3:25])[CH2:22][CH3:23])[C:15]=3[N:11]2[CH2:10][CH2:9]1)[CH:34]=[O:35], predict the reactants needed to synthesize it. The reactants are: Br[C:2]1[CH:7]=[CH:6][C:5]([N:8]2[C:12]3=[N:13][C:14]4[C:19]([Cl:20])=[CH:18][CH:17]=[C:16]([CH:21]([CH2:24][CH3:25])[CH2:22][CH3:23])[C:15]=4[N:11]3[CH2:10][CH2:9]2)=[C:4]([Cl:26])[CH:3]=1.C([Li])CCC.CN(C)[CH:34]=[O:35].